From a dataset of Reaction yield outcomes from USPTO patents with 853,638 reactions. Predict the reaction yield, written as a fraction of the theoretical maximum amount of product (1.0 means a 100% yield; for example, 0.34 means a 34% yield). (1) The reactants are [NH:1]1[C:5]2=[N:6][CH:7]=[CH:8][CH:9]=[C:4]2[C:3]([CH:10]=[C:11]2[O:15][C:14]([NH:16][C:17]3[CH:22]=[CH:21][CH:20]=[CH:19][C:18]=3[Cl:23])=[C:13]([C:24]([O:26]CC)=[O:25])[C:12]2=[O:29])=[CH:2]1.[CH3:30][N:31]([CH3:35])[CH2:32][CH2:33][OH:34]. The catalyst is CN(C)C1C=CN=CC=1.CN(C)C(=O)C.[Zn]. The product is [C:24]([OH:26])(=[O:25])[CH3:13].[NH:1]1[C:5]2=[N:6][CH:7]=[CH:8][CH:9]=[C:4]2[C:3]([CH:10]=[C:11]2[O:15][C:14]([NH:16][C:17]3[CH:22]=[CH:21][CH:20]=[CH:19][C:18]=3[Cl:23])=[C:13]([C:24]([O:34][CH2:33][CH2:32][N:31]([CH3:35])[CH3:30])=[O:25])[C:12]2=[O:29])=[CH:2]1. The yield is 0.110. (2) The reactants are Cl[C:2]1[CH:3]=[C:4]2[CH:10]=[CH:9][NH:8][C:5]2=[N:6][CH:7]=1.CO.[OH-].[K+].[CH2:15]([O:22][C:23](=[O:35])[NH:24][C:25]1[CH:30]=[CH:29][C:28]([F:31])=[C:27]([CH:32]=[O:33])[C:26]=1[F:34])[C:16]1[CH:21]=[CH:20][CH:19]=[CH:18][CH:17]=1.Cl. No catalyst specified. The product is [CH2:15]([O:22][C:23](=[O:35])[NH:24][C:25]1[CH:30]=[CH:29][C:28]([F:31])=[C:27]([CH:32]([OH:33])[C:10]2[C:4]3[C:5](=[N:6][CH:7]=[CH:2][CH:3]=3)[NH:8][CH:9]=2)[C:26]=1[F:34])[C:16]1[CH:21]=[CH:20][CH:19]=[CH:18][CH:17]=1. The yield is 0.460. (3) The reactants are [Si:1]([O:8][C@@H:9]([C:25]1[CH:30]=[CH:29][CH:28]=[CH:27][C:26]=1[C:31]1[CH:36]=[CH:35][C:34]([Cl:37])=[CH:33][CH:32]=1)[CH:10]1[CH2:15][CH2:14][N:13]([C:16]2[CH:24]=[CH:23][C:19]([C:20](O)=[O:21])=[CH:18][CH:17]=2)[CH2:12][CH2:11]1)([C:4]([CH3:7])([CH3:6])[CH3:5])([CH3:3])[CH3:2].[CH2:38]([N:40]([CH2:43][C@@H:44]1[N:49]([CH2:50][CH2:51][C@@H:52]([NH:61][C:62]2[CH:67]=[CH:66][C:65]([S:68]([NH2:71])(=[O:70])=[O:69])=[CH:64][C:63]=2[S:72]([C:75]([F:78])([F:77])[F:76])(=[O:74])=[O:73])[CH2:53][S:54][C:55]2[CH:60]=[CH:59][CH:58]=[CH:57][CH:56]=2)[CH2:48][CH2:47][O:46][CH2:45]1)[CH2:41][CH3:42])[CH3:39].C(Cl)CCl. The catalyst is CN(C1C=CN=CC=1)C.C(Cl)Cl. The product is [Si:1]([O:8][C@@H:9]([C:25]1[CH:30]=[CH:29][CH:28]=[CH:27][C:26]=1[C:31]1[CH:36]=[CH:35][C:34]([Cl:37])=[CH:33][CH:32]=1)[CH:10]1[CH2:15][CH2:14][N:13]([C:16]2[CH:24]=[CH:23][C:19]([C:20]([NH:71][S:68]([C:65]3[CH:66]=[CH:67][C:62]([NH:61][C@H:52]([CH2:51][CH2:50][N:49]4[CH2:48][CH2:47][O:46][CH2:45][C@@H:44]4[CH2:43][N:40]([CH2:41][CH3:42])[CH2:38][CH3:39])[CH2:53][S:54][C:55]4[CH:56]=[CH:57][CH:58]=[CH:59][CH:60]=4)=[C:63]([S:72]([C:75]([F:76])([F:78])[F:77])(=[O:74])=[O:73])[CH:64]=3)(=[O:69])=[O:70])=[O:21])=[CH:18][CH:17]=2)[CH2:12][CH2:11]1)([C:4]([CH3:7])([CH3:6])[CH3:5])([CH3:3])[CH3:2]. The yield is 0.425. (4) The reactants are [CH2:1]([O:3][C:4](=[O:25])[C:5]([O:8][C:9]1[CH:14]=[CH:13][C:12]([O:15][C:16]2[CH:21]=[CH:20][CH:19]=[C:18]([C:22]#[N:23])[CH:17]=2)=[CH:11][C:10]=1[CH3:24])([CH3:7])[CH3:6])[CH3:2].[H][H]. The catalyst is C(O)(=O)C.[Pd]. The product is [CH2:1]([O:3][C:4](=[O:25])[C:5]([O:8][C:9]1[CH:14]=[CH:13][C:12]([O:15][C:16]2[CH:21]=[CH:20][CH:19]=[C:18]([CH2:22][NH2:23])[CH:17]=2)=[CH:11][C:10]=1[CH3:24])([CH3:6])[CH3:7])[CH3:2]. The yield is 0.920. (5) The catalyst is C(#N)C. The product is [F:1][C:2]1[N:10]=[CH:9][CH:8]=[CH:7][C:3]=1[C:4]([NH:19][CH2:11][CH2:12][C:13]1[CH:18]=[CH:17][CH:16]=[CH:15][CH:14]=1)=[O:6]. The yield is 0.143. The reactants are [F:1][C:2]1[N:10]=[CH:9][CH:8]=[CH:7][C:3]=1[C:4]([OH:6])=O.[CH2:11]([NH2:19])[CH2:12][C:13]1[CH:18]=[CH:17][CH:16]=[CH:15][CH:14]=1.C(N(CC)CC)C.F[P-](F)(F)(F)(F)F.N1(OC(N(C)C)=[N+](C)C)C2N=CC=CC=2N=N1.